Dataset: Peptide-MHC class II binding affinity with 134,281 pairs from IEDB. Task: Regression. Given a peptide amino acid sequence and an MHC pseudo amino acid sequence, predict their binding affinity value. This is MHC class II binding data. (1) The peptide sequence is ALKESWGAIWRIDTP. The MHC is DRB1_1501 with pseudo-sequence DRB1_1501. The binding affinity (normalized) is 0.392. (2) The peptide sequence is RVLDILVARRLLLKK. The MHC is DRB1_0101 with pseudo-sequence DRB1_0101. The binding affinity (normalized) is 1.00. (3) The binding affinity (normalized) is 0.778. The peptide sequence is FFALCVLGLVAAALP. The MHC is HLA-DQA10501-DQB10301 with pseudo-sequence HLA-DQA10501-DQB10301. (4) The peptide sequence is MKDLDEPGHLAPTGM. The MHC is DRB1_0802 with pseudo-sequence DRB1_0802. The binding affinity (normalized) is 0.118.